Dataset: Peptide-MHC class II binding affinity with 134,281 pairs from IEDB. Task: Regression. Given a peptide amino acid sequence and an MHC pseudo amino acid sequence, predict their binding affinity value. This is MHC class II binding data. The peptide sequence is DTVPRGYRIAARPGA. The MHC is HLA-DPA10201-DPB10501 with pseudo-sequence HLA-DPA10201-DPB10501. The binding affinity (normalized) is 0.